From a dataset of Reaction yield outcomes from USPTO patents with 853,638 reactions. Predict the reaction yield, written as a fraction of the theoretical maximum amount of product (1.0 means a 100% yield; for example, 0.34 means a 34% yield). (1) The reactants are [C:1]([N:5]([CH3:34])[C:6]([C:8]1[N:9]=[C:10]([C:27]2[CH2:28][CH2:29][N:30]([CH3:33])[CH2:31][CH:32]=2)[N:11]2[C:20]3[C:15](=[CH:16][C:17]([O:25][CH3:26])=[C:18]([CH2:21][CH:22]([CH3:24])[CH3:23])[CH:19]=3)[CH2:14][CH2:13][C:12]=12)=[O:7])([CH3:4])([CH3:3])[CH3:2]. The catalyst is CO.[Pd]. The product is [C:1]([N:5]([CH3:34])[C:6]([C:8]1[N:9]=[C:10]([CH:27]2[CH2:28][CH2:29][N:30]([CH3:33])[CH2:31][CH2:32]2)[N:11]2[C:20]3[C:15](=[CH:16][C:17]([O:25][CH3:26])=[C:18]([CH2:21][CH:22]([CH3:24])[CH3:23])[CH:19]=3)[CH2:14][CH2:13][C:12]=12)=[O:7])([CH3:4])([CH3:2])[CH3:3]. The yield is 0.0600. (2) The reactants are [Br:1][C:2]1[CH:3]=[C:4]([C:10]2([C:20]3[CH:25]=[CH:24][N:23]=[C:22]([C:26]([F:29])([F:28])[F:27])[CH:21]=3)[C:18]3[C:13](=[N:14][CH:15]=[CH:16][CH:17]=3)[C:12]([NH2:19])=[N:11]2)[CH:5]=[CH:6][C:7]=1[O:8]C.B(Br)(Br)Br. The catalyst is C(Cl)(Cl)Cl. The product is [NH2:19][C:12]1[C:13]2=[N:14][CH:15]=[CH:16][CH:17]=[C:18]2[C:10]([C:4]2[CH:5]=[CH:6][C:7]([OH:8])=[C:2]([Br:1])[CH:3]=2)([C:20]2[CH:25]=[CH:24][N:23]=[C:22]([C:26]([F:29])([F:27])[F:28])[CH:21]=2)[N:11]=1. The yield is 0.240. (3) The reactants are C1(P(C2C=CC=CC=2)C2C=CC=CC=2)C=CC=CC=1.C(N(CC)CC)C.Br[C:28]1[C:36]2[N:35]3[CH2:37][CH2:38][NH:39][C:40](=[O:41])[C:34]3=[C:33]([CH3:42])[C:32]=2[CH:31]=[C:30]([F:43])[CH:29]=1.[C:44]([Si:46]([CH3:49])([CH3:48])[CH3:47])#[CH:45]. The catalyst is O1CCCC1.C([O-])(=O)C.[Pd+2].C([O-])(=O)C.[Cu]I.O. The product is [F:43][C:30]1[CH:29]=[C:28]([C:45]#[C:44][Si:46]([CH3:49])([CH3:48])[CH3:47])[C:36]2[N:35]3[CH2:37][CH2:38][NH:39][C:40](=[O:41])[C:34]3=[C:33]([CH3:42])[C:32]=2[CH:31]=1. The yield is 0.160. (4) No catalyst specified. The reactants are CC1C=C(N2CCN(CC3C=CC(C(F)(F)F)=CC=3)C2=O)SC=1C(OCC)=O.[CH3:29][C:30]1[N:31]=[C:32]([N:40]2[CH2:44][CH2:43][N:42]([CH2:45][C:46]3[C:47]([CH3:57])=[N:48][O:49][C:50]=3[C:51]3[CH:56]=[CH:55][CH:54]=[CH:53][CH:52]=3)[C:41]2=[O:58])[S:33][C:34]=1[C:35]([O:37]CC)=[O:36]. The yield is 0.880. The product is [CH3:29][C:30]1[N:31]=[C:32]([N:40]2[CH2:44][CH2:43][N:42]([CH2:45][C:46]3[C:47]([CH3:57])=[N:48][O:49][C:50]=3[C:51]3[CH:56]=[CH:55][CH:54]=[CH:53][CH:52]=3)[C:41]2=[O:58])[S:33][C:34]=1[C:35]([OH:37])=[O:36]. (5) The reactants are [CH3:1][N:2]1[CH2:6][CH2:5][CH:4]([OH:7])[CH2:3]1.C1(P(C2C=CC=CC=2)C2C=CC=CC=2)C=CC=CC=1.[Cl:27][C:28]1[CH:33]=[CH:32][C:31]([C:34]2[N:39]=[C:38]([C:40]([O:42][CH2:43][CH3:44])=[O:41])[CH:37]=[CH:36][C:35]=2[C:45]2[C:50]([O:51][CH3:52])=[CH:49][CH:48]=[CH:47][C:46]=2[O:53][CH3:54])=[CH:30][C:29]=1O.CC(OC(/N=N/C(OC(C)C)=O)=O)C. The catalyst is C1COCC1.CCOC(C)=O. The product is [Cl:27][C:28]1[CH:29]=[CH:30][C:31]([C:34]2[N:39]=[C:38]([C:40]([O:42][CH2:43][CH3:44])=[O:41])[CH:37]=[CH:36][C:35]=2[C:45]2[C:50]([O:51][CH3:52])=[CH:49][CH:48]=[CH:47][C:46]=2[O:53][CH3:54])=[CH:32][C:33]=1[O:7][CH:4]1[CH2:5][CH2:6][N:2]([CH3:1])[CH2:3]1. The yield is 0.700.